Dataset: NCI-60 drug combinations with 297,098 pairs across 59 cell lines. Task: Regression. Given two drug SMILES strings and cell line genomic features, predict the synergy score measuring deviation from expected non-interaction effect. Drug 1: C#CCC(CC1=CN=C2C(=N1)C(=NC(=N2)N)N)C3=CC=C(C=C3)C(=O)NC(CCC(=O)O)C(=O)O. Drug 2: CC(C)CN1C=NC2=C1C3=CC=CC=C3N=C2N. Cell line: UO-31. Synergy scores: CSS=-1.40, Synergy_ZIP=0.425, Synergy_Bliss=-0.103, Synergy_Loewe=-2.01, Synergy_HSA=-2.22.